Dataset: NCI-60 drug combinations with 297,098 pairs across 59 cell lines. Task: Regression. Given two drug SMILES strings and cell line genomic features, predict the synergy score measuring deviation from expected non-interaction effect. (1) Drug 1: CNC(=O)C1=CC=CC=C1SC2=CC3=C(C=C2)C(=NN3)C=CC4=CC=CC=N4. Drug 2: CC(CN1CC(=O)NC(=O)C1)N2CC(=O)NC(=O)C2. Cell line: SK-OV-3. Synergy scores: CSS=2.45, Synergy_ZIP=-1.19, Synergy_Bliss=-3.53, Synergy_Loewe=-4.85, Synergy_HSA=-5.20. (2) Drug 1: C1CCN(CC1)CCOC2=CC=C(C=C2)C(=O)C3=C(SC4=C3C=CC(=C4)O)C5=CC=C(C=C5)O. Drug 2: C1CCC(C1)C(CC#N)N2C=C(C=N2)C3=C4C=CNC4=NC=N3. Cell line: KM12. Synergy scores: CSS=2.78, Synergy_ZIP=2.48, Synergy_Bliss=0.377, Synergy_Loewe=-12.1, Synergy_HSA=-6.66. (3) Drug 1: CS(=O)(=O)CCNCC1=CC=C(O1)C2=CC3=C(C=C2)N=CN=C3NC4=CC(=C(C=C4)OCC5=CC(=CC=C5)F)Cl. Drug 2: COC1=C2C(=CC3=C1OC=C3)C=CC(=O)O2. Cell line: SNB-19. Synergy scores: CSS=-0.515, Synergy_ZIP=2.13, Synergy_Bliss=3.63, Synergy_Loewe=1.18, Synergy_HSA=0.913. (4) Drug 1: CCCCCOC(=O)NC1=NC(=O)N(C=C1F)C2C(C(C(O2)C)O)O. Drug 2: CNC(=O)C1=NC=CC(=C1)OC2=CC=C(C=C2)NC(=O)NC3=CC(=C(C=C3)Cl)C(F)(F)F. Cell line: EKVX. Synergy scores: CSS=0.131, Synergy_ZIP=5.87, Synergy_Bliss=-4.74, Synergy_Loewe=-0.733, Synergy_HSA=-6.03. (5) Synergy scores: CSS=46.4, Synergy_ZIP=2.84, Synergy_Bliss=1.77, Synergy_Loewe=-41.1, Synergy_HSA=1.65. Cell line: SN12C. Drug 1: C1=CC(=C2C(=C1NCCNCCO)C(=O)C3=C(C=CC(=C3C2=O)O)O)NCCNCCO. Drug 2: C(=O)(N)NO. (6) Drug 1: CC1C(C(CC(O1)OC2CC(CC3=C2C(=C4C(=C3O)C(=O)C5=C(C4=O)C(=CC=C5)OC)O)(C(=O)CO)O)N)O.Cl. Drug 2: CCCCC(=O)OCC(=O)C1(CC(C2=C(C1)C(=C3C(=C2O)C(=O)C4=C(C3=O)C=CC=C4OC)O)OC5CC(C(C(O5)C)O)NC(=O)C(F)(F)F)O. Cell line: SF-539. Synergy scores: CSS=56.2, Synergy_ZIP=-7.14, Synergy_Bliss=-7.11, Synergy_Loewe=-2.64, Synergy_HSA=-0.407. (7) Drug 1: CC1C(C(=O)NC(C(=O)N2CCCC2C(=O)N(CC(=O)N(C(C(=O)O1)C(C)C)C)C)C(C)C)NC(=O)C3=C4C(=C(C=C3)C)OC5=C(C(=O)C(=C(C5=N4)C(=O)NC6C(OC(=O)C(N(C(=O)CN(C(=O)C7CCCN7C(=O)C(NC6=O)C(C)C)C)C)C(C)C)C)N)C. Drug 2: C1=CN(C(=O)N=C1N)C2C(C(C(O2)CO)O)O.Cl. Cell line: MCF7. Synergy scores: CSS=5.20, Synergy_ZIP=-2.41, Synergy_Bliss=-1.79, Synergy_Loewe=-4.34, Synergy_HSA=-3.90.